Dataset: Full USPTO retrosynthesis dataset with 1.9M reactions from patents (1976-2016). Task: Predict the reactants needed to synthesize the given product. The reactants are: [NH2:1][C:2]1([C:9]2[CH:14]=[CH:13][CH:12]=[C:11]([O:15][CH3:16])[CH:10]=2)[CH2:7][CH2:6][C:5](=O)[CH2:4][CH2:3]1.[NH:17]1[CH2:20][CH:19]([NH:21][C:22]([CH2:24][NH:25][C:26](=[O:37])[C:27]2[CH:32]=[CH:31][CH:30]=[C:29]([C:33]([F:36])([F:35])[F:34])[CH:28]=2)=[O:23])[CH2:18]1. Given the product [NH2:1][C:2]1([C:9]2[CH:14]=[CH:13][CH:12]=[C:11]([O:15][CH3:16])[CH:10]=2)[CH2:7][CH2:6][CH:5]([N:17]2[CH2:20][CH:19]([NH:21][C:22]([CH2:24][NH:25][C:26](=[O:37])[C:27]3[CH:32]=[CH:31][CH:30]=[C:29]([C:33]([F:36])([F:34])[F:35])[CH:28]=3)=[O:23])[CH2:18]2)[CH2:4][CH2:3]1, predict the reactants needed to synthesize it.